Dataset: NCI-60 drug combinations with 297,098 pairs across 59 cell lines. Task: Regression. Given two drug SMILES strings and cell line genomic features, predict the synergy score measuring deviation from expected non-interaction effect. (1) Drug 1: CC=C1C(=O)NC(C(=O)OC2CC(=O)NC(C(=O)NC(CSSCCC=C2)C(=O)N1)C(C)C)C(C)C. Drug 2: CN(C(=O)NC(C=O)C(C(C(CO)O)O)O)N=O. Cell line: SK-MEL-28. Synergy scores: CSS=34.2, Synergy_ZIP=-2.97, Synergy_Bliss=-6.34, Synergy_Loewe=-19.1, Synergy_HSA=-3.96. (2) Drug 2: CC(C)CN1C=NC2=C1C3=CC=CC=C3N=C2N. Cell line: DU-145. Drug 1: CC12CCC3C(C1CCC2O)C(CC4=C3C=CC(=C4)O)CCCCCCCCCS(=O)CCCC(C(F)(F)F)(F)F. Synergy scores: CSS=2.97, Synergy_ZIP=0.240, Synergy_Bliss=-2.98, Synergy_Loewe=-3.64, Synergy_HSA=-4.25. (3) Drug 1: CC1C(C(=O)NC(C(=O)N2CCCC2C(=O)N(CC(=O)N(C(C(=O)O1)C(C)C)C)C)C(C)C)NC(=O)C3=C4C(=C(C=C3)C)OC5=C(C(=O)C(=C(C5=N4)C(=O)NC6C(OC(=O)C(N(C(=O)CN(C(=O)C7CCCN7C(=O)C(NC6=O)C(C)C)C)C)C(C)C)C)N)C. Drug 2: C1=NNC2=C1C(=O)NC=N2. Cell line: SNB-19. Synergy scores: CSS=36.7, Synergy_ZIP=-4.49, Synergy_Bliss=-3.42, Synergy_Loewe=-41.7, Synergy_HSA=-2.38. (4) Drug 1: C1=CN(C=N1)CC(O)(P(=O)(O)O)P(=O)(O)O. Drug 2: CN1C2=C(C=C(C=C2)N(CCCl)CCCl)N=C1CCCC(=O)O.Cl. Cell line: ACHN. Synergy scores: CSS=0.0575, Synergy_ZIP=-0.452, Synergy_Bliss=-0.268, Synergy_Loewe=0.524, Synergy_HSA=-1.88. (5) Drug 1: CC1=CC2C(CCC3(C2CCC3(C(=O)C)OC(=O)C)C)C4(C1=CC(=O)CC4)C. Synergy scores: CSS=-0.257, Synergy_ZIP=-1.78, Synergy_Bliss=-15.9, Synergy_Loewe=-35.5, Synergy_HSA=-17.4. Cell line: COLO 205. Drug 2: C1=NC2=C(N=C(N=C2N1C3C(C(C(O3)CO)O)O)F)N. (6) Drug 1: CC1=C(C(=O)C2=C(C1=O)N3CC4C(C3(C2COC(=O)N)OC)N4)N. Drug 2: N.N.Cl[Pt+2]Cl. Cell line: DU-145. Synergy scores: CSS=75.2, Synergy_ZIP=-0.0386, Synergy_Bliss=-1.41, Synergy_Loewe=-6.69, Synergy_HSA=2.98. (7) Drug 1: C1=CC(=CC=C1CC(C(=O)O)N)N(CCCl)CCCl.Cl. Drug 2: C1=NC2=C(N1)C(=S)N=C(N2)N. Cell line: HT29. Synergy scores: CSS=45.2, Synergy_ZIP=-1.41, Synergy_Bliss=-5.46, Synergy_Loewe=-3.37, Synergy_HSA=-0.984. (8) Drug 1: CC1C(C(CC(O1)OC2CC(CC3=C2C(=C4C(=C3O)C(=O)C5=C(C4=O)C(=CC=C5)OC)O)(C(=O)CO)O)N)O.Cl. Drug 2: CCC1=CC2CC(C3=C(CN(C2)C1)C4=CC=CC=C4N3)(C5=C(C=C6C(=C5)C78CCN9C7C(C=CC9)(C(C(C8N6C)(C(=O)OC)O)OC(=O)C)CC)OC)C(=O)OC.C(C(C(=O)O)O)(C(=O)O)O. Cell line: RXF 393. Synergy scores: CSS=28.3, Synergy_ZIP=-1.64, Synergy_Bliss=-3.54, Synergy_Loewe=-7.73, Synergy_HSA=-2.35.